Dataset: Reaction yield outcomes from USPTO patents with 853,638 reactions. Task: Predict the reaction yield, written as a fraction of the theoretical maximum amount of product (1.0 means a 100% yield; for example, 0.34 means a 34% yield). (1) The reactants are [CH3:1][NH:2][CH2:3][C:4]1[C:8]2[CH:9]=[CH:10][CH:11]=[CH:12][C:7]=2[O:6][C:5]=1[CH3:13].[ClH:14].[O:15]1[CH2:20][CH2:19][NH:18][C:17]2[N:21]=[CH:22][C:23]([CH:25]=[CH:26][C:27]([OH:29])=O)=[CH:24][C:16]1=2.ON1C2C=CC=CC=2N=N1.C(N(C(C)C)CC)(C)C.CN(C)CCCN=C=NCC.Cl. The catalyst is CN(C=O)C.C(Cl)Cl.CCOCC.O. The product is [ClH:14].[O:15]1[CH2:20][CH2:19][NH:18][C:17]2[N:21]=[CH:22][C:23](/[CH:25]=[CH:26]/[C:27]([N:2]([CH3:1])[CH2:3][C:4]3[C:8]4[CH:9]=[CH:10][CH:11]=[CH:12][C:7]=4[O:6][C:5]=3[CH3:13])=[O:29])=[CH:24][C:16]1=2. The yield is 0.390. (2) The reactants are [H-].[Na+].[CH:3]1([N:9]2[C:13]3([CH2:18][CH2:17][N:16]([C:19]([O:21][CH2:22][C:23]4[CH:28]=[CH:27][CH:26]=[CH:25][CH:24]=4)=[O:20])[CH2:15][CH2:14]3)[C:12](=[O:29])[NH:11][CH2:10]2)[CH2:8][CH2:7][CH2:6][CH2:5][CH2:4]1.Br[CH2:31][C:32]1[CH:33]=[C:34]([CH:42]=[CH:43][CH:44]=1)[C:35]([O:37][C:38]([CH3:41])([CH3:40])[CH3:39])=[O:36]. The catalyst is CN(C)C=O.O. The product is [C:38]([O:37][C:35]([C:34]1[CH:33]=[C:32]([CH:44]=[CH:43][CH:42]=1)[CH2:31][N:11]1[C:12](=[O:29])[C:13]2([CH2:18][CH2:17][N:16]([C:19]([O:21][CH2:22][C:23]3[CH:24]=[CH:25][CH:26]=[CH:27][CH:28]=3)=[O:20])[CH2:15][CH2:14]2)[N:9]([CH:3]2[CH2:4][CH2:5][CH2:6][CH2:7][CH2:8]2)[CH2:10]1)=[O:36])([CH3:41])([CH3:39])[CH3:40]. The yield is 0.880. (3) The reactants are Br[C:2]1[C:3]([CH3:19])=[C:4]([N:8]2[CH2:17][CH2:16][C:15]3[C:10](=[CH:11][CH:12]=[CH:13][CH:14]=3)[C:9]2=[O:18])[CH:5]=[CH:6][CH:7]=1.[B:20]1([B:20]2[O:24][C:23]([CH3:26])([CH3:25])[C:22]([CH3:28])([CH3:27])[O:21]2)[O:24][C:23]([CH3:26])([CH3:25])[C:22]([CH3:28])([CH3:27])[O:21]1.CC(O[K])=O. The catalyst is O1CCOCC1.CS(C)=O.Cl[Pd]Cl. The product is [CH3:19][C:3]1[C:2]([B:20]2[O:24][C:23]([CH3:26])([CH3:25])[C:22]([CH3:28])([CH3:27])[O:21]2)=[CH:7][CH:6]=[CH:5][C:4]=1[N:8]1[CH2:17][CH2:16][C:15]2[C:10](=[CH:11][CH:12]=[CH:13][CH:14]=2)[C:9]1=[O:18]. The yield is 0.280. (4) The reactants are [CH3:1]N(C)C1C=C(C=CC=1)CC1C(=O)N(C2N=CC(S(N(CC)C3C=CC=CC=3)(=O)=O)=CC=2)NC=1C.[CH2:36]([O:43][CH2:44][C@H:45]1[CH2:49][CH2:48][C@@H:47]([NH:50][S:51]([C:54]2[CH:55]=[N:56][C:57]([Cl:60])=[CH:58][CH:59]=2)(=[O:53])=[O:52])[CH2:46]1)[C:37]1[CH:42]=[CH:41][CH:40]=[CH:39][CH:38]=1.CI. No catalyst specified. The product is [CH2:36]([O:43][CH2:44][C@H:45]1[CH2:49][CH2:48][C@@H:47]([N:50]([CH3:1])[S:51]([C:54]2[CH:55]=[N:56][C:57]([Cl:60])=[CH:58][CH:59]=2)(=[O:53])=[O:52])[CH2:46]1)[C:37]1[CH:42]=[CH:41][CH:40]=[CH:39][CH:38]=1. The yield is 0.860. (5) The reactants are [CH3:1][C:2]1([CH3:12])[NH:7][CH2:6][C:5]2C=CC=C[C:4]=2O1.[H-].[H-].[H-].[H-].[Li+].[Al+3].[CH2:19]1[CH2:23][O:22][CH2:21][CH2:20]1. No catalyst specified. The product is [CH:2]([NH:7][C:6]1[CH:5]=[CH:4][CH:21]=[CH:20][C:19]=1[CH2:23][OH:22])([CH3:12])[CH3:1]. The yield is 0.950.